From a dataset of Reaction yield outcomes from USPTO patents with 853,638 reactions. Predict the reaction yield, written as a fraction of the theoretical maximum amount of product (1.0 means a 100% yield; for example, 0.34 means a 34% yield). The reactants are Cl[C:2]1[CH:11]=[C:10]([Cl:12])[C:9]2[C:4](=[C:5]([Cl:15])[C:6]([O:13][CH3:14])=[CH:7][CH:8]=2)[N:3]=1.[F:16][C:17]([F:24])([F:23])[C:18]1[CH:22]=[CH:21][NH:20][N:19]=1. No catalyst specified. The product is [Cl:12][C:10]1[C:9]2[C:4](=[C:5]([Cl:15])[C:6]([O:13][CH3:14])=[CH:7][CH:8]=2)[N:3]=[C:2]([N:20]2[CH:21]=[CH:22][C:18]([C:17]([F:24])([F:23])[F:16])=[N:19]2)[CH:11]=1. The yield is 0.510.